From a dataset of Retrosynthesis with 50K atom-mapped reactions and 10 reaction types from USPTO. Predict the reactants needed to synthesize the given product. (1) Given the product CCOc1ccc2c(c1-c1ncnc3c(C(=O)N[C@@H]4CCN(C(=O)CC)C4)c[nH]c13)OCO2, predict the reactants needed to synthesize it. The reactants are: CCC(=O)Cl.CCOc1ccc2c(c1-c1ncnc3c(C(=O)N[C@@H]4CCNC4)c[nH]c13)OCO2. (2) The reactants are: CN1CCC(c2c[nH]c3ccc(N)nc23)CC1.O=C(Cl)c1ccc(Cl)cc1Cl. Given the product CN1CCC(c2c[nH]c3ccc(NC(=O)c4ccc(Cl)cc4Cl)nc23)CC1, predict the reactants needed to synthesize it. (3) Given the product O=C(N[C@H]1CN2CCC1CC2)c1cc2cccc(-c3cccc(NC(=O)C4CCCC4)c3)c2s1, predict the reactants needed to synthesize it. The reactants are: Nc1cccc(-c2cccc3cc(C(=O)N[C@H]4CN5CCC4CC5)sc23)c1.O=C(Cl)C1CCCC1. (4) The reactants are: CCOc1cc(C=O)ccc1O.OCCCCCCCCCCCBr. Given the product CCOc1cc(C=O)ccc1OCCCCCCCCCCCO, predict the reactants needed to synthesize it. (5) Given the product CC(C)C(C=Cc1ccc(F)cc1)C(=O)O, predict the reactants needed to synthesize it. The reactants are: CCOC(=O)C(C=Cc1ccc(F)cc1)C(C)C. (6) The reactants are: O=C(O)CS.OCCc1ccccc1. Given the product O=C(CS)OCCc1ccccc1, predict the reactants needed to synthesize it. (7) Given the product Nc1cc(Sc2ccc(Br)cc2)ccc1[N+](=O)[O-], predict the reactants needed to synthesize it. The reactants are: Nc1cc(Cl)ccc1[N+](=O)[O-].Sc1ccc(Br)cc1. (8) The reactants are: Nc1cccc(C(=O)O)c1.O=S(=O)(Cl)c1cc2ccccc2s1. Given the product O=C(O)c1cccc(NS(=O)(=O)c2cc3ccccc3s2)c1, predict the reactants needed to synthesize it. (9) Given the product O=C(O)C(F)(F)F, predict the reactants needed to synthesize it. The reactants are: NCCc1cccnc1.O=C(O)CN1C(=O)CN(C(=O)c2ccc(Cl)cc2)Cc2ccccc21. (10) Given the product CCOC(=O)c1csc(C2CCN(C(=O)Cc3ccccc3Cl)CC2)n1, predict the reactants needed to synthesize it. The reactants are: CCOC(=O)c1csc(C2CCNCC2)n1.O=C(O)Cc1ccccc1Cl.